From a dataset of Clinical trial toxicity outcomes and FDA approval status for drugs. Regression/Classification. Given a drug SMILES string, predict its toxicity properties. Task type varies by dataset: regression for continuous values (e.g., LD50, hERG inhibition percentage) or binary classification for toxic/non-toxic outcomes (e.g., AMES mutagenicity, cardiotoxicity, hepatotoxicity). Dataset: clintox. (1) The drug is C/[NH+]=C1/CN([O-])C(c2ccccc2)=c2cc(Cl)ccc2=N1. The result is 0 (passed clinical trial). (2) The result is 0 (passed clinical trial). The drug is C=C1CC[C@H](O)C/C1=C/C=C1\CCC[C@@]2(C)[C@H]1CC[C@@H]2[C@H](C)/C=C/[C@H](C)C(C)C. (3) The compound is O=c1[nH]cc(F)c(=O)[nH]1. The result is 0 (passed clinical trial).